This data is from Peptide-MHC class II binding affinity with 134,281 pairs from IEDB. The task is: Regression. Given a peptide amino acid sequence and an MHC pseudo amino acid sequence, predict their binding affinity value. This is MHC class II binding data. (1) The binding affinity (normalized) is 0.389. The peptide sequence is PVFSDEVLAGMCEEM. The MHC is DRB1_0101 with pseudo-sequence DRB1_0101. (2) The peptide sequence is NGNELLLDLSLTKVN. The MHC is DRB1_1302 with pseudo-sequence DRB1_1302. The binding affinity (normalized) is 0.507.